From a dataset of Forward reaction prediction with 1.9M reactions from USPTO patents (1976-2016). Predict the product of the given reaction. (1) The product is: [N:18]1([CH2:2][CH2:3][O:4][CH:5]2[CH2:10][CH2:9][N:8]([C:11]([O:13][C:14]([CH3:17])([CH3:16])[CH3:15])=[O:12])[CH2:7][CH2:6]2)[CH2:23][CH2:22][CH2:21][CH2:20][CH2:19]1. Given the reactants O=[C:2]([N:18]1[CH2:23][CH2:22][CH2:21][CH2:20][CH2:19]1)[CH2:3][O:4][CH:5]1[CH2:10][CH2:9][N:8]([C:11]([O:13][C:14]([CH3:17])([CH3:16])[CH3:15])=[O:12])[CH2:7][CH2:6]1, predict the reaction product. (2) Given the reactants Cl.[CH2:2]([NH:9][C:10]1[C:11]2[CH2:31][N:30](C(OC(C)(C)C)=O)[CH2:29][CH2:28][C:12]=2[N:13]=[C:14]([NH:16][C:17]2[CH:22]=[CH:21][C:20]([C:23]3[O:27][CH:26]=[N:25][CH:24]=3)=[CH:19][CH:18]=2)[N:15]=1)[C:3]1[CH:8]=[CH:7][CH:6]=[CH:5][CH:4]=1, predict the reaction product. The product is: [CH2:2]([NH:9][C:10]1[C:11]2[CH2:31][NH:30][CH2:29][CH2:28][C:12]=2[N:13]=[C:14]([NH:16][C:17]2[CH:18]=[CH:19][C:20]([C:23]3[O:27][CH:26]=[N:25][CH:24]=3)=[CH:21][CH:22]=2)[N:15]=1)[C:3]1[CH:4]=[CH:5][CH:6]=[CH:7][CH:8]=1.